From a dataset of Forward reaction prediction with 1.9M reactions from USPTO patents (1976-2016). Predict the product of the given reaction. (1) Given the reactants [F:1][C:2]1[CH:26]=[CH:25][C:5]([C:6]([NH:8][C@H:9]([C:17]([N:19]2[CH2:24][CH2:23][O:22][CH2:21][CH2:20]2)=[O:18])[CH2:10][CH2:11][CH2:12][C:13]([O:15]C)=[O:14])=[O:7])=[CH:4][CH:3]=1.[Li+].[OH-], predict the reaction product. The product is: [F:1][C:2]1[CH:26]=[CH:25][C:5]([C:6]([NH:8][C@H:9]([C:17]([N:19]2[CH2:24][CH2:23][O:22][CH2:21][CH2:20]2)=[O:18])[CH2:10][CH2:11][CH2:12][C:13]([OH:15])=[O:14])=[O:7])=[CH:4][CH:3]=1. (2) Given the reactants [NH2:1][C:2]1[N:6]([C:7]([CH3:10])([CH3:9])[CH3:8])[NH:5][C:4](=[O:11])[CH:3]=1.C(NN)(C)(C)C.C(CC(OCC)=O)#N.[Br:26][C:27]1[CH:28]=[C:29]([CH:32]=[CH:33][C:34]=1[F:35])[CH:30]=O.[C:36]1(=O)[CH2:40][CH2:39][C:38](=[O:41])[CH2:37]1, predict the reaction product. The product is: [Br:26][C:27]1[CH:28]=[C:29]([CH:30]2[C:3]3[C:4](=[O:11])[NH:5][N:6]([C:7]([CH3:8])([CH3:10])[CH3:9])[C:2]=3[NH:1][C:36]3[CH2:40][CH2:39][C:38](=[O:41])[C:37]2=3)[CH:32]=[CH:33][C:34]=1[F:35].